From a dataset of Full USPTO retrosynthesis dataset with 1.9M reactions from patents (1976-2016). Predict the reactants needed to synthesize the given product. (1) The reactants are: [Cl-:1].Cl[C:3]1([C:15]([OH:17])=[O:16])N(C2C(Cl)=CC=CN=2)NC=[CH:4]1.[Cl:18][C:19]1[CH:23]=C(C(O)=O)[N:21]([C:27]2[C:32]([Cl:33])=[CH:31][CH:30]=[CH:29][N:28]=2)[N:20]=1.N1[CH:39]=[CH:38][CH:37]=[CH:36][CH:35]=1.[C:40](#[N:42])[CH3:41]. Given the product [Cl:1][C:36]1[CH:37]=[C:38]([CH3:39])[C:4]2[N:42]=[C:40]([C:41]3[N:21]([C:27]4[C:32]([Cl:33])=[CH:31][CH:30]=[CH:29][N:28]=4)[N:20]=[C:19]([Cl:18])[CH:23]=3)[O:17][C:15](=[O:16])[C:3]=2[CH:35]=1, predict the reactants needed to synthesize it. (2) Given the product [N:25]([CH2:6][CH2:7][CH:8]1[CH2:13][CH2:12][N:11]([C:14]2[CH:23]=[CH:22][C:21]3[C:16](=[CH:17][CH:18]=[C:19]([Cl:24])[CH:20]=3)[N:15]=2)[CH2:10][CH2:9]1)=[N+:26]=[N-:27], predict the reactants needed to synthesize it. The reactants are: CS(O[CH2:6][CH2:7][CH:8]1[CH2:13][CH2:12][N:11]([C:14]2[CH:23]=[CH:22][C:21]3[C:16](=[CH:17][CH:18]=[C:19]([Cl:24])[CH:20]=3)[N:15]=2)[CH2:10][CH2:9]1)(=O)=O.[N-:25]=[N+:26]=[N-:27].[Na+]. (3) Given the product [Cl-:30].[CH3:23][C:20]1[N:19]=[CH:18][C:17]([C:13]2[NH:14][C:15]3[CH:16]=[C:8]([NH3+:7])[CH:9]=[C:10]4[C:27](=[O:28])[NH:26][N:25]=[CH:24][C:12]=2[C:11]=34)=[CH:22][CH:21]=1, predict the reactants needed to synthesize it. The reactants are: C(OC(=O)[NH:7][C:8]1[CH:9]=[C:10]2[C:27](=[O:28])[NH:26][N:25]=[CH:24][C:12]3=[C:13]([C:17]4[CH:18]=[N:19][C:20]([CH3:23])=[CH:21][CH:22]=4)[NH:14][C:15]([CH:16]=1)=[C:11]23)(C)(C)C.[ClH:30]. (4) Given the product [C:5]([O:9][C:10]([NH:12][C@H:13]([C:17]1[CH:22]=[CH:21][C:20]([O:23][CH2:27][CH2:28][O:29][CH:30]2[CH2:35][CH2:34][CH2:33][CH2:32][O:31]2)=[CH:19][CH:18]=1)[C:14]([OH:16])=[O:15])=[O:11])([CH3:8])([CH3:6])[CH3:7], predict the reactants needed to synthesize it. The reactants are: C(O)(=O)C.[C:5]([O:9][C:10]([NH:12][C@H:13]([C:17]1[CH:22]=[CH:21][C:20]([OH:23])=[CH:19][CH:18]=1)[C:14]([OH:16])=[O:15])=[O:11])([CH3:8])([CH3:7])[CH3:6].[H-].[Na+].Br[CH2:27][CH2:28][O:29][CH:30]1[CH2:35][CH2:34][CH2:33][CH2:32][O:31]1. (5) Given the product [CH:40]1([C:43]([NH:1][C:2]2[CH:7]=[C:6]([O:8][C:9]3[CH:14]=[CH:13][C:12]([NH:15][C:16]([C:18]4[C:19](=[O:31])[N:20]([C:25]5[CH:26]=[CH:27][CH:28]=[CH:29][CH:30]=5)[N:21]([CH3:24])[C:22]=4[CH3:23])=[O:17])=[CH:11][C:10]=3[F:32])[CH:5]=[CH:4][N:3]=2)=[O:44])[CH2:42][CH2:41]1, predict the reactants needed to synthesize it. The reactants are: [NH2:1][C:2]1[CH:7]=[C:6]([O:8][C:9]2[CH:14]=[CH:13][C:12]([NH:15][C:16]([C:18]3[C:19](=[O:31])[N:20]([C:25]4[CH:30]=[CH:29][CH:28]=[CH:27][CH:26]=4)[N:21]([CH3:24])[C:22]=3[CH3:23])=[O:17])=[CH:11][C:10]=2[F:32])[CH:5]=[CH:4][N:3]=1.CCN(CC)CC.[CH:40]1([C:43](Cl)=[O:44])[CH2:42][CH2:41]1.C([O-])([O-])=O.[Na+].[Na+]. (6) Given the product [CH2:14]([O:13][C:10]1[CH:11]=[CH:12][C:7]([C:6]([OH:20])=[O:5])=[CH:8][C:9]=1[NH:16][C:17]([NH2:19])=[S:18])[CH3:15], predict the reactants needed to synthesize it. The reactants are: [OH-].[Na+].C([O:5][C:6](=[O:20])[C:7]1[CH:12]=[CH:11][C:10]([O:13][CH2:14][CH3:15])=[C:9]([NH:16][C:17]([NH2:19])=[S:18])[CH:8]=1)C. (7) Given the product [OH:18][CH:10]1[CH:11]([C:14]([O:16][CH3:17])=[O:15])[CH2:12][CH2:13][NH:8][CH2:9]1, predict the reactants needed to synthesize it. The reactants are: C([N:8]1[CH2:13][CH2:12][CH:11]([C:14]([O:16][CH3:17])=[O:15])[CH:10]([OH:18])[CH2:9]1)C1C=CC=CC=1. (8) Given the product [F:1][C:2]1[CH:3]=[CH:4][C:5]([C@:8]2([CH2:32][CH2:33][CH2:34][OH:35])[O:13][C:12](=[O:14])[N:11]([C@H:15]([C:17]3[CH:22]=[CH:21][C:20]([C:37]4[N:42]=[CH:41][CH:40]=[CH:39][N:38]=4)=[CH:19][CH:18]=3)[CH3:16])[CH2:10][CH2:9]2)=[CH:6][CH:7]=1, predict the reactants needed to synthesize it. The reactants are: [F:1][C:2]1[CH:7]=[CH:6][C:5]([C@:8]2([CH2:32][CH2:33][CH2:34][OH:35])[O:13][C:12](=[O:14])[N:11]([C@H:15]([C:17]3[CH:22]=[CH:21][C:20](B4OC(C)(C)C(C)(C)O4)=[CH:19][CH:18]=3)[CH3:16])[CH2:10][CH2:9]2)=[CH:4][CH:3]=1.Cl[C:37]1[N:42]=[CH:41][CH:40]=[CH:39][N:38]=1. (9) Given the product [S:19]1[CH:23]=[CH:22][N:21]=[C:20]1[NH:24][C:5](=[O:7])[CH:4]([N:8]1[C:16]2[C:11](=[CH:12][CH:13]=[CH:14][CH:15]=2)[CH2:10][C:9]1=[O:17])[CH2:3][CH:2]([CH3:1])[CH3:18], predict the reactants needed to synthesize it. The reactants are: [CH3:1][CH:2]([CH3:18])[CH2:3][CH:4]([N:8]1[C:16]2[C:11](=[CH:12][CH:13]=[CH:14][CH:15]=2)[CH2:10][C:9]1=[O:17])[C:5]([OH:7])=O.[S:19]1[CH:23]=[CH:22][N:21]=[C:20]1[NH2:24].C(N(CC)C(C)C)(C)C.F[P-](F)(F)(F)(F)F.N1(O[P+](N(C)C)(N(C)C)N(C)C)C2C=CC=CC=2N=N1. (10) The reactants are: [NH2:1][C:2]1[CH:7]=[CH:6][C:5]([C:8]2[C:17]3[C:12](=[CH:13][CH:14]=[C:15]([Cl:18])[CH:16]=3)[N:11]=[C:10]([N:19]([CH2:22][CH3:23])[CH2:20][CH3:21])[CH:9]=2)=[CH:4][CH:3]=1. Given the product [NH2:1][C:2]1[CH:7]=[CH:6][C:5]([CH:8]2[C:17]3[C:12](=[CH:13][CH:14]=[C:15]([Cl:18])[CH:16]=3)[N:11]=[C:10]([N:19]([CH2:22][CH3:23])[CH2:20][CH3:21])[CH2:9]2)=[CH:4][CH:3]=1, predict the reactants needed to synthesize it.